This data is from Forward reaction prediction with 1.9M reactions from USPTO patents (1976-2016). The task is: Predict the product of the given reaction. (1) The product is: [F:10][C:6]1[CH:7]=[CH:8][CH:9]=[C:2]([N:15]2[CH:16]=[C:12]([CH3:11])[N:13]=[CH:14]2)[C:3]=1[C:4]#[N:5]. Given the reactants F[C:2]1[CH:9]=[CH:8][CH:7]=[C:6]([F:10])[C:3]=1[C:4]#[N:5].[CH3:11][C:12]1[N:13]=[CH:14][NH:15][CH:16]=1.C(=O)([O-])[O-].[K+].[K+].ClCCl, predict the reaction product. (2) The product is: [F:1][C:2]1[CH:32]=[CH:31][CH:30]=[C:29]([F:33])[C:3]=1[O:4][CH2:5][CH2:6][CH2:7][O:8][C:9]1[CH:10]=[CH:11][C:12]([CH:15]2[CH2:20][CH2:19][N:18]([C:21]([O:23][C:24]([CH3:27])([CH3:25])[CH3:26])=[O:22])[CH2:17][CH:16]2[O:28][CH2:35][C:36]2[CH:37]=[CH:38][C:39]3[O:44][CH2:43][C:42](=[O:45])[N:41]([CH2:46][CH2:47][CH2:48][O:49][CH3:50])[C:40]=3[CH:51]=2)=[CH:13][CH:14]=1. Given the reactants [F:1][C:2]1[CH:32]=[CH:31][CH:30]=[C:29]([F:33])[C:3]=1[O:4][CH2:5][CH2:6][CH2:7][O:8][C:9]1[CH:14]=[CH:13][C:12]([CH:15]2[CH2:20][CH2:19][N:18]([C:21]([O:23][C:24]([CH3:27])([CH3:26])[CH3:25])=[O:22])[CH2:17][CH:16]2[OH:28])=[CH:11][CH:10]=1.Cl[CH2:35][C:36]1[CH:37]=[CH:38][C:39]2[O:44][CH2:43][C:42](=[O:45])[N:41]([CH2:46][CH2:47][CH2:48][O:49][CH3:50])[C:40]=2[CH:51]=1, predict the reaction product. (3) Given the reactants [CH2:1]1[C:7]2[CH:8]=[CH:9][C:10]([O:12][C:13]3[CH:14]=[CH:15][C:16]([N:19]4[CH2:23][CH2:22][CH2:21][C:20]4=[O:24])=[N:17][CH:18]=3)=[CH:11][C:6]=2[CH2:5][CH2:4][NH:3][CH2:2]1.[CH3:25][C:26]([CH3:28])=O, predict the reaction product. The product is: [CH3:25][CH:26]([N:3]1[CH2:2][CH2:1][C:7]2[CH:8]=[CH:9][C:10]([O:12][C:13]3[CH:14]=[CH:15][C:16]([N:19]4[CH2:23][CH2:22][CH2:21][C:20]4=[O:24])=[N:17][CH:18]=3)=[CH:11][C:6]=2[CH2:5][CH2:4]1)[CH3:28]. (4) Given the reactants [CH3:1][C:2]1[CH:7]=[CH:6][C:5]2[O:8][CH2:9][C:10]([CH2:12][O:13][C:4]=2[CH:3]=1)=[O:11].[CH3:14][N:15]1[C:23]2[C:18](=[CH:19][CH:20]=[CH:21][CH:22]=2)[C:17]([CH:24]=O)=[CH:16]1, predict the reaction product. The product is: [CH3:1][C:2]1[CH:7]=[CH:6][C:5]2[O:8]/[C:9](=[CH:24]\[C:17]3[C:18]4[C:23](=[CH:22][CH:21]=[CH:20][CH:19]=4)[N:15]([CH3:14])[CH:16]=3)/[C:10](=[O:11])/[C:12](=[CH:24]/[C:17]3[C:18]4[C:23](=[CH:22][CH:21]=[CH:20][CH:19]=4)[N:15]([CH3:14])[CH:16]=3)/[O:13][C:4]=2[CH:3]=1. (5) Given the reactants Br[Si:2]([CH3:5])([CH3:4])[CH3:3].C[O:7][P:8]([CH2:12][C:13]1[CH:18]=[CH:17][C:16]([F:19])=[CH:15][CH:14]=1)(=[O:11])[O:9]C, predict the reaction product. The product is: [CH3:3][Si:2]([O:7][P:8]([CH2:12][C:13]1[CH:18]=[CH:17][C:16]([F:19])=[CH:15][CH:14]=1)(=[O:11])[O:9][Si:2]([CH3:5])([CH3:4])[CH3:3])([CH3:5])[CH3:4]. (6) Given the reactants [Br:1][C:2]1[S:6][C:5]([C:7]([O:9][CH3:10])=[O:8])=[C:4]([NH:11][C:12](=O)[C:13](F)(F)F)[CH:3]=1.Br.BrCC1[CH:26]=[CH:25][N:24]=[CH:23][CH:22]=1.C(=O)([O-])[O-].[Cs+].[Cs+].CC(N(C)C)=O, predict the reaction product. The product is: [Br:1][C:2]1[S:6][C:5]([C:7]([O:9][CH3:10])=[O:8])=[C:4]([NH:11][CH2:12][C:13]2[CH:26]=[CH:25][N:24]=[CH:23][CH:22]=2)[CH:3]=1.